From a dataset of Full USPTO retrosynthesis dataset with 1.9M reactions from patents (1976-2016). Predict the reactants needed to synthesize the given product. (1) Given the product [NH2:1][C:2]1[C:7]([C:8]2[CH:13]=[CH:12][C:11]([C:14]([NH:15][C@@H:16]([C:19]3[CH:24]=[CH:23][CH:22]=[CH:21][CH:20]=3)[CH2:17][OH:18])=[O:25])=[CH:10][CH:9]=2)=[N:6][C:5]([C:30]2[CH:31]=[CH:32][C:33](=[O:36])[NH:34][CH:35]=2)=[CH:4][N:3]=1, predict the reactants needed to synthesize it. The reactants are: [NH2:1][C:2]1[N:3]=[CH:4][C:5](B(O)O)=[N:6][C:7]=1[C:8]1[CH:13]=[CH:12][C:11]([C:14](=[O:25])[NH:15][C@@H:16]([C:19]2[CH:24]=[CH:23][CH:22]=[CH:21][CH:20]=2)[CH2:17][OH:18])=[CH:10][CH:9]=1.Br[C:30]1[CH:31]=[CH:32][C:33](=[O:36])[NH:34][CH:35]=1.C([O-])([O-])=O.[Na+].[Na+].CCOC(C)=O. (2) The reactants are: [Cl:1][C:2]1[CH:9]=[CH:8][C:5]([C:6]#N)=[C:4]([C:10]([F:13])([F:12])[F:11])[CH:3]=1.C(O)=[O:15].O. Given the product [Cl:1][C:2]1[CH:9]=[CH:8][C:5]([CH:6]=[O:15])=[C:4]([C:10]([F:13])([F:12])[F:11])[CH:3]=1, predict the reactants needed to synthesize it. (3) Given the product [O:6]1[CH:10]=[CH:9][CH:8]=[C:7]1[C:11]1[CH:20]=[C:19]2[C:14]([C:15](=[N:24][OH:25])[CH:16]([CH3:21])[CH2:17][O:18]2)=[CH:13][CH:12]=1, predict the reactants needed to synthesize it. The reactants are: C([O-])(=O)C.[Na+].[O:6]1[CH:10]=[CH:9][CH:8]=[C:7]1[C:11]1[CH:20]=[C:19]2[C:14]([C:15](=O)[CH:16]([CH3:21])[CH2:17][O:18]2)=[CH:13][CH:12]=1.Cl.[NH2:24][OH:25]. (4) Given the product [CH3:1][N:2]1[C:6]([CH3:7])=[C:5]([CH2:8][C:9]2[CH:14]=[CH:13][C:12]([O:15][C:19](=[O:20])[N:18]([CH3:17])[C:22]3[CH:27]=[CH:26][CH:25]=[CH:24][CH:23]=3)=[CH:11][CH:10]=2)[C:4]([CH3:16])=[N:3]1, predict the reactants needed to synthesize it. The reactants are: [CH3:1][N:2]1[C:6]([CH3:7])=[C:5]([CH2:8][C:9]2[CH:14]=[CH:13][C:12]([OH:15])=[CH:11][CH:10]=2)[C:4]([CH3:16])=[N:3]1.[CH3:17][N:18]([C:22]1[CH:27]=[CH:26][CH:25]=[CH:24][CH:23]=1)[C:19](Cl)=[O:20]. (5) The reactants are: [C-:1]#[N:2].[K+].[CH3:4][O:5][C:6]1[C:7]([CH3:19])=[C:8]2[C:12](=[CH:13][CH:14]=1)[NH:11][CH:10]=[C:9]2[CH2:15]N(C)C. Given the product [CH3:4][O:5][C:6]1[C:7]([CH3:19])=[C:8]2[C:12](=[CH:13][CH:14]=1)[NH:11][CH:10]=[C:9]2[CH2:15][C:1]#[N:2], predict the reactants needed to synthesize it. (6) Given the product [F:1][C:2]1[C:3]([F:8])=[CH:4][CH:5]=[CH:6][C:7]=1[C@:22]1([OH:30])[CH2:21][CH2:20][C@H:19]([O:18][Si:17]([CH:31]([CH3:33])[CH3:32])([CH:34]([CH3:36])[CH3:35])[CH:14]([CH3:15])[CH3:16])[C:25]2=[N:26][CH:27]=[CH:28][CH:29]=[C:24]2[CH2:23]1, predict the reactants needed to synthesize it. The reactants are: [F:1][C:2]1[CH:7]=[CH:6][CH:5]=[CH:4][C:3]=1[F:8].[Li]CCCC.[CH:14]([Si:17]([CH:34]([CH3:36])[CH3:35])([CH:31]([CH3:33])[CH3:32])[O:18][C@@H:19]1[C:25]2=[N:26][CH:27]=[CH:28][CH:29]=[C:24]2[CH2:23][C:22](=[O:30])[CH2:21][CH2:20]1)([CH3:16])[CH3:15].